Dataset: PAMPA (Parallel Artificial Membrane Permeability Assay) permeability data from NCATS. Task: Regression/Classification. Given a drug SMILES string, predict its absorption, distribution, metabolism, or excretion properties. Task type varies by dataset: regression for continuous measurements (e.g., permeability, clearance, half-life) or binary classification for categorical outcomes (e.g., BBB penetration, CYP inhibition). Dataset: pampa_ncats. (1) The compound is CCCC1=NN=C(S1)NC(=O)C2=NC(=NC=C2Cl)S(=O)(=O)CC3=CC=C(C=C3)C. The result is 1 (high permeability). (2) The result is 1 (high permeability). The compound is CC1CCC2C(C3(C1(C=CC3=O)O)C)OC(=O)C2=C. (3) The compound is C1=CC=C2C(=C1)N=C3C=C(C(=O)C=C3O2)N. The result is 1 (high permeability).